Dataset: HIV replication inhibition screening data with 41,000+ compounds from the AIDS Antiviral Screen. Task: Binary Classification. Given a drug SMILES string, predict its activity (active/inactive) in a high-throughput screening assay against a specified biological target. (1) The compound is CC(C)C(Cl)=NOC(=O)Nc1ccc(OC(F)(F)F)cc1. The result is 0 (inactive). (2) The drug is Cc1c(Cl)c(=O)oc2cc(OCC(=O)c3ccccc3)ccc12. The result is 0 (inactive).